This data is from Full USPTO retrosynthesis dataset with 1.9M reactions from patents (1976-2016). The task is: Predict the reactants needed to synthesize the given product. The reactants are: [CH3:1][C:2]1[CH:7]=[CH:6][CH:5]=[C:4]([CH3:8])[C:3]=1[N:9]1[C:13](=[O:14])[CH2:12][CH:11]([C:15]([OH:17])=[O:16])[CH2:10]1.[C:18](O)([CH3:21])([CH3:20])[CH3:19].ClC1C=C(Cl)C=C(Cl)C=1C(Cl)=O. Given the product [CH3:8][C:4]1[CH:5]=[CH:6][CH:7]=[C:2]([CH3:1])[C:3]=1[N:9]1[C:13](=[O:14])[CH2:12][CH:11]([C:15]([O:17][C:18]([CH3:21])([CH3:20])[CH3:19])=[O:16])[CH2:10]1, predict the reactants needed to synthesize it.